Dataset: Reaction yield outcomes from USPTO patents with 853,638 reactions. Task: Predict the reaction yield, written as a fraction of the theoretical maximum amount of product (1.0 means a 100% yield; for example, 0.34 means a 34% yield). (1) The reactants are [O:1]([C:3]1[CH:4]=[CH:5][C:6]2[N:10]=[N:9][NH:8][C:7]=2[CH:11]=1)[CH3:2].[OH-].[Na+].[Cl:14][CH2:15][CH2:16][CH2:17]Br. The catalyst is [Br-].C([N+](CCCC)(CCCC)CCCC)CCC. The product is [Cl:14][CH2:15][CH2:16][CH2:17][N:8]1[C:7]2[CH:11]=[C:3]([O:1][CH3:2])[CH:4]=[CH:5][C:6]=2[N:10]=[N:9]1. The yield is 0.341. (2) The reactants are [C:1]1([C:7]2[NH:8][C:9]3[C:14]([CH:15]=2)=[CH:13][CH:12]=[CH:11][CH:10]=3)[CH:6]=[CH:5][CH:4]=[CH:3][CH:2]=1.[H-].[Na+].Cl[CH2:19][C:20]1[CH:21]=[C:22]([CH:25]=[CH:26][C:27]=1[O:28][CH2:29][CH:30]([CH3:32])[CH3:31])[CH:23]=[O:24].[I-].[Na+]. The catalyst is CN(C)C=O.C(OCC)(=O)C. The product is [CH2:29]([O:28][C:27]1[CH:26]=[CH:25][C:22]([CH:23]=[O:24])=[CH:21][C:20]=1[CH2:19][N:8]1[C:9]2[C:14](=[CH:13][CH:12]=[CH:11][CH:10]=2)[CH:15]=[C:7]1[C:1]1[CH:6]=[CH:5][CH:4]=[CH:3][CH:2]=1)[CH:30]([CH3:32])[CH3:31]. The yield is 0.360. (3) The reactants are [Cl:1][C:2]1[CH:3]=[C:4]([C:10]2([C:25]([F:28])([F:27])[F:26])[O:14][N:13]=[C:12]([C:15]3[CH:23]=[CH:22][C:18]([C:19]([OH:21])=O)=[C:17]([CH3:24])[CH:16]=3)[CH2:11]2)[CH:5]=[C:6]([Cl:9])[C:7]=1[F:8].CN(C(ON1N=NC2C=CC=NC1=2)=[N+](C)C)C.F[P-](F)(F)(F)(F)F.CCN(C(C)C)C(C)C.Cl.[NH2:63][CH2:64][CH2:65][C:66]1[CH:67]=[CH:68][C:69]2[C:73]([CH3:75])([CH3:74])[O:72][B:71]([OH:76])[C:70]=2[CH:77]=1. The catalyst is CN(C=O)C.O. The product is [Cl:9][C:6]1[CH:5]=[C:4]([C:10]2([C:25]([F:28])([F:26])[F:27])[O:14][N:13]=[C:12]([C:15]3[CH:23]=[CH:22][C:18]([C:19]([NH:63][CH2:64][CH2:65][C:66]4[CH:67]=[CH:68][C:69]5[C:73]([CH3:74])([CH3:75])[O:72][B:71]([OH:76])[C:70]=5[CH:77]=4)=[O:21])=[C:17]([CH3:24])[CH:16]=3)[CH2:11]2)[CH:3]=[C:2]([Cl:1])[C:7]=1[F:8]. The yield is 0.502. (4) The reactants are [CH2:1]([N:8]1[C:12](=O)[C@@H:11]2[C:14]3[CH:15]=[CH:16][CH:17]=[C:18]([Cl:22])[C:19]=3[CH2:20][O:21][C@@:10]2([CH3:23])[CH2:9]1)[C:2]1[CH:7]=[CH:6][CH:5]=[CH:4][CH:3]=1.Cl.C([O-])(O)=O.[Na+]. The catalyst is O1CCCC1. The product is [CH2:1]([N:8]1[CH2:12][C@@H:11]2[C:14]3[CH:15]=[CH:16][CH:17]=[C:18]([Cl:22])[C:19]=3[CH2:20][O:21][C@@:10]2([CH3:23])[CH2:9]1)[C:2]1[CH:3]=[CH:4][CH:5]=[CH:6][CH:7]=1. The yield is 0.680. (5) The reactants are [CH2:1]([O:4][N:5]([C@H]1CN(C(OC(C)(C)C)=O)[C@H](CO[Si](C(C)(C)C)(C)C)C(C)=C1)[S:6]([C:9]1[CH:14]=[CH:13][CH:12]=[CH:11][C:10]=1[N+:15]([O-:17])=[O:16])(=[O:8])=[O:7])[CH:2]=[CH2:3].[Si:41]([O:48][CH2:49][C@@H:50]1[C:55]([CH:56]([CH3:58])[CH3:57])=[CH:54][C@H:53](O)[CH2:52][N:51]1[C:60]([O:62][C:63]([CH3:66])([CH3:65])[CH3:64])=[O:61])([C:44]([CH3:47])([CH3:46])[CH3:45])([CH3:43])[CH3:42]. No catalyst specified. The product is [CH2:1]([O:4][N:5]([C@H:53]1[CH2:52][N:51]([C:60]([O:62][C:63]([CH3:65])([CH3:64])[CH3:66])=[O:61])[C@H:50]([CH2:49][O:48][Si:41]([C:44]([CH3:47])([CH3:46])[CH3:45])([CH3:42])[CH3:43])[C:55]([CH:56]([CH3:58])[CH3:57])=[CH:54]1)[S:6]([C:9]1[CH:14]=[CH:13][CH:12]=[CH:11][C:10]=1[N+:15]([O-:17])=[O:16])(=[O:8])=[O:7])[CH:2]=[CH2:3]. The yield is 0.780. (6) The reactants are C([Li])(C)(C)C.Br[C:7]1[CH:12]=[CH:11][C:10]([Cl:13])=[C:9]([Cl:14])[CH:8]=1.[C:15]([O:19][C:20]([N:22]1[CH2:26][CH2:25][CH:24]([C:27](=[O:32])N(OC)C)[CH2:23]1)=[O:21])([CH3:18])([CH3:17])[CH3:16]. The catalyst is C1COCC1. The yield is 0.220. The product is [C:15]([O:19][C:20]([N:22]1[CH2:26][CH2:25][CH:24]([C:27](=[O:32])[C:7]2[CH:12]=[CH:11][C:10]([Cl:13])=[C:9]([Cl:14])[CH:8]=2)[CH2:23]1)=[O:21])([CH3:18])([CH3:17])[CH3:16]. (7) The reactants are [N+:1]([C:4]1[CH:9]=[CH:8][C:7]([F:10])=[CH:6][C:5]=1[OH:11])([O-:3])=[O:2].Br[C:13]([F:20])([F:19])[C:14]([N:16]([CH3:18])[CH3:17])=[O:15].C([O-])([O-])=O.[Na+].[Na+].O. The catalyst is CC(N(C)C)=O. The product is [F:19][C:13]([F:20])([O:11][C:5]1[CH:6]=[C:7]([F:10])[CH:8]=[CH:9][C:4]=1[N+:1]([O-:3])=[O:2])[C:14]([N:16]([CH3:18])[CH3:17])=[O:15]. The yield is 0.380. (8) The reactants are C([O:9][CH2:10][CH:11]1[CH2:16][O:15][C:14]2=[CH:17][S:18][CH:19]=[C:13]2[O:12]1)(=O)C1C=CC=CC=1.[OH-].[K+].Cl. The catalyst is C(O)C.O. The product is [O:15]1[CH2:16][CH:11]([CH2:10][OH:9])[O:12][C:13]2=[CH:19][S:18][CH:17]=[C:14]12. The yield is 0.850.